Dataset: Catalyst prediction with 721,799 reactions and 888 catalyst types from USPTO. Task: Predict which catalyst facilitates the given reaction. (1) Reactant: Cl[C:2]1[C:11]2[C:6](=[CH:7][CH:8]=[CH:9][CH:10]=2)[N:5]=[C:4]([Cl:12])[N:3]=1.[OH-].[K+].[OH-].C([N+](CCCC)(CCCC)CCCC)CCC.C(O)(=[O:35])C. Product: [Cl:12][C:4]1[NH:3][C:2](=[O:35])[C:11]2[C:6](=[CH:7][CH:8]=[CH:9][CH:10]=2)[N:5]=1. The catalyst class is: 1. (2) The catalyst class is: 5. Reactant: [C:1]([C:4]1[C:5]([CH3:13])=[C:6]([C:11]#[N:12])[N:7]([CH3:10])[C:8]=1[CH3:9])(=[O:3])[CH3:2].C(O[CH:19](N(C)C)[N:20]([CH3:22])[CH3:21])(C)(C)C.C(OCC)C. Product: [CH3:19][N:20]([CH3:22])[CH:21]=[CH:2][C:1]([C:4]1[C:5]([CH3:13])=[C:6]([C:11]#[N:12])[N:7]([CH3:10])[C:8]=1[CH3:9])=[O:3]. (3) Reactant: [CH3:1][N:2]1[C:7](=[O:8])[C:6]([NH:9][C:10]2[CH:15]=[CH:14][C:13]([N:16]3[CH2:21][CH2:20][N:19]([CH:22]4[CH2:25][O:24][CH2:23]4)[CH2:18][CH2:17]3)=[CH:12][N:11]=2)=[CH:5][C:4]([C:26]2[CH:27]=[N:28][CH:29]=[C:30]([N:34]3[C:46](=[O:47])[C:45]4[S:44][C:43]5[CH2:42][CH2:41][CH2:40][CH2:39][C:38]=5[C:37]=4[CH2:36][CH2:35]3)[C:31]=2[CH:32]=[O:33])=[CH:3]1.[BH4-].[Na+]. Product: [OH:33][CH2:32][C:31]1[C:30]([N:34]2[C:46](=[O:47])[C:45]3[S:44][C:43]4[CH2:42][CH2:41][CH2:40][CH2:39][C:38]=4[C:37]=3[CH2:36][CH2:35]2)=[CH:29][N:28]=[CH:27][C:26]=1[C:4]1[CH:5]=[C:6]([NH:9][C:10]2[CH:15]=[CH:14][C:13]([N:16]3[CH2:17][CH2:18][N:19]([CH:22]4[CH2:25][O:24][CH2:23]4)[CH2:20][CH2:21]3)=[CH:12][N:11]=2)[C:7](=[O:8])[N:2]([CH3:1])[CH:3]=1. The catalyst class is: 5. (4) Reactant: [CH3:1][C:2]1[CH:10]=[CH:9][C:8]2[C:7]3=[CH:11][S:12][C:13]([N:14]4C(=O)C5C(=CC=CC=5)C4=O)=[C:6]3[C:5](=[O:25])[C:4]=2[CH:3]=1.O.NN. Product: [NH2:14][C:13]1[S:12][CH:11]=[C:7]2[C:8]3[CH:9]=[CH:10][C:2]([CH3:1])=[CH:3][C:4]=3[C:5](=[O:25])[C:6]=12. The catalyst class is: 8. (5) Reactant: [CH2:1]1[C:10]2[C:5](=[CH:6][CH:7]=[CH:8][CH:9]=2)[CH2:4][CH2:3][NH:2]1.[C-:11]#[N:12].[K+].[OH2:14]. Product: [CH2:1]1[C:10]2[C:5](=[CH:6][CH:7]=[CH:8][CH:9]=2)[CH2:4][CH2:3][N:2]1[C:5]1([C:11]#[N:12])[CH2:6][CH2:7][O:14][CH2:3][CH2:4]1. The catalyst class is: 33. (6) Reactant: [C:1]([NH:8][C@@H:9]([C:14]([OH:16])=O)[C:10]([CH3:13])([CH3:12])[CH3:11])([O:3][C:4]([CH3:7])([CH3:6])[CH3:5])=[O:2].C1C=CC2N(O)N=NC=2C=1.CCN=C=NCCCN(C)C.[CH3:38][C:39]1[CH:44]=[C:43]([N:45]2[CH2:50][CH2:49][NH:48][CH2:47][CH2:46]2)[CH:42]=[CH:41][N:40]=1. Product: [C:4]([O:3][C:1](=[O:2])[NH:8][C@@H:9]([C:14]([N:48]1[CH2:49][CH2:50][N:45]([C:43]2[CH:42]=[CH:41][N:40]=[C:39]([CH3:38])[CH:44]=2)[CH2:46][CH2:47]1)=[O:16])[C:10]([CH3:11])([CH3:12])[CH3:13])([CH3:5])([CH3:6])[CH3:7]. The catalyst class is: 347. (7) Reactant: [N:1]1([C:7]([O:9][C:10]([CH3:13])([CH3:12])[CH3:11])=[O:8])[CH2:6][CH2:5][NH:4][CH2:3][CH2:2]1.I[CH2:15][CH2:16][CH2:17][CH2:18][CH2:19][C:20]1[C:21](=[O:39])[N:22]([C:27]2[CH:34]=[CH:33][C:30]([C:31]#[N:32])=[C:29]([C:35]([F:38])([F:37])[F:36])[CH:28]=2)[C:23](=[O:26])[C:24]=1[CH3:25]. Product: [C:31]([C:30]1[CH:33]=[CH:34][C:27]([N:22]2[C:23](=[O:26])[C:24]([CH3:25])=[C:20]([CH2:19][CH2:18][CH2:17][CH2:16][CH2:15][N:4]3[CH2:5][CH2:6][N:1]([C:7]([O:9][C:10]([CH3:13])([CH3:12])[CH3:11])=[O:8])[CH2:2][CH2:3]3)[C:21]2=[O:39])=[CH:28][C:29]=1[C:35]([F:38])([F:37])[F:36])#[N:32]. The catalyst class is: 54. (8) Reactant: [CH3:1][N:2]1[C:6]2=[N:7][CH:8]=[CH:9][CH:10]=[C:5]2[N:4]=[C:3]1S(C)(=O)=O.[CH2:15]([N:17]1[C:25]2[C:20](=[N:21][CH:22]=[C:23]([CH3:26])[CH:24]=2)[N:19]([C:27]2[CH:32]=[CH:31][C:30]([OH:33])=[CH:29][CH:28]=2)[C:18]1=[O:34])[CH3:16].[H-].[Na+]. Product: [CH2:15]([N:17]1[C:25]2[C:20](=[N:21][CH:22]=[C:23]([CH3:26])[CH:24]=2)[N:19]([C:27]2[CH:32]=[CH:31][C:30]([O:33][C:3]3[N:2]([CH3:1])[C:6]4=[N:7][CH:8]=[CH:9][CH:10]=[C:5]4[N:4]=3)=[CH:29][CH:28]=2)[C:18]1=[O:34])[CH3:16]. The catalyst class is: 3. (9) Reactant: [Cl:1][C:2]1[C:7]([C:8]([NH:10][CH:11]([CH3:15])[CH:12]([OH:14])[CH3:13])=[O:9])=[CH:6][CH:5]=[C:4]([CH3:16])[N:3]=1.S([O-])([O-])(=O)=S.[Na+].[Na+].C([O-])(O)=O.[Na+]. Product: [Cl:1][C:2]1[C:7]([C:8]([NH:10][CH:11]([CH3:15])[C:12](=[O:14])[CH3:13])=[O:9])=[CH:6][CH:5]=[C:4]([CH3:16])[N:3]=1. The catalyst class is: 2. (10) Product: [C:34]([O:15][N:14]=[C:12]([CH2:11][O:10][CH2:9][CH2:8][CH2:7][CH2:6][CH2:5][O:4][C:3]1[C:2]([Cl:1])=[CH:19][C:18]([O:20][CH2:21][CH:22]=[C:23]([Cl:25])[Cl:24])=[CH:17][C:16]=1[Cl:26])[CH3:13])(=[O:36])[CH3:35]. The catalyst class is: 7. Reactant: [Cl:1][C:2]1[CH:19]=[C:18]([O:20][CH2:21][CH:22]=[C:23]([Cl:25])[Cl:24])[CH:17]=[C:16]([Cl:26])[C:3]=1[O:4][CH2:5][CH2:6][CH2:7][CH2:8][CH2:9][O:10][CH2:11][C:12](=[N:14][OH:15])[CH3:13].C(N(CC)CC)C.[C:34](OC(=O)C)(=[O:36])[CH3:35].Cl.